Dataset: Forward reaction prediction with 1.9M reactions from USPTO patents (1976-2016). Task: Predict the product of the given reaction. (1) Given the reactants CS(O)(=O)=[O:3].[Cl:6][CH2:7][C@@H:8]([O:12][Si](C)(C)C)[CH2:9][C:10]#N.[C:17]([O:21][C:22](=[O:25])[CH2:23]Br)([CH3:20])([CH3:19])[CH3:18].Cl, predict the reaction product. The product is: [C:17]([O:21][C:22](=[O:25])[CH2:23][C:10](=[O:3])[CH2:9][C@H:8]([OH:12])[CH2:7][Cl:6])([CH3:20])([CH3:19])[CH3:18]. (2) Given the reactants [OH:1][CH2:2][CH:3]=O.[Cl:5][C:6]1[CH:7]=[CH:8][C:9]2[CH2:10][NH:11][CH2:12][CH:13]([C:17]3[CH:22]=[CH:21][CH:20]=[CH:19][CH:18]=3)[O:14][C:15]=2[N:16]=1.C(O)(=O)C, predict the reaction product. The product is: [Cl:5][C:6]1[CH:7]=[CH:8][C:9]2[CH2:10][N:11]([CH2:3][CH2:2][OH:1])[CH2:12][CH:13]([C:17]3[CH:22]=[CH:21][CH:20]=[CH:19][CH:18]=3)[O:14][C:15]=2[N:16]=1. (3) Given the reactants [NH2:1][C:2]1[CH:3]=[C:4]([CH:9]=[CH:10][C:11]=1[NH2:12])[C:5]([O:7][CH3:8])=[O:6].[Cl:13][C:14]1[CH:19]=[CH:18][C:17]([CH:20]2[CH2:26][C:25](=O)[O:24][C:22](=[O:23])[CH2:21]2)=[CH:16][CH:15]=1, predict the reaction product. The product is: [Cl:13][C:14]1[CH:15]=[CH:16][C:17]([CH:20]([CH2:26][C:25]2[NH:1][C:2]3[CH:3]=[C:4]([C:5]([O:7][CH3:8])=[O:6])[CH:9]=[CH:10][C:11]=3[N:12]=2)[CH2:21][C:22]([OH:24])=[O:23])=[CH:18][CH:19]=1.[ClH:13]. (4) Given the reactants F[C:2]1[N:7]=[CH:6][C:5]([C:8]2[S:9][C:10]3[CH:16]=[C:15]([O:17][CH3:18])[CH:14]=[CH:13][C:11]=3[N:12]=2)=[CH:4][CH:3]=1.[CH3:19][NH:20][CH3:21].O, predict the reaction product. The product is: [CH3:18][O:17][C:15]1[CH:14]=[CH:13][C:11]2[N:12]=[C:8]([C:5]3[CH:4]=[CH:3][C:2]([N:20]([CH3:21])[CH3:19])=[N:7][CH:6]=3)[S:9][C:10]=2[CH:16]=1. (5) Given the reactants [Br:1][C:2]1[CH:7]=[CH:6][C:5]([CH2:8][OH:9])=[CH:4][C:3]=1[CH3:10].C(N(C(C)C)C(C)C)C.[CH3:20][O:21][CH2:22]Cl.Cl, predict the reaction product. The product is: [Br:1][C:2]1[CH:7]=[CH:6][C:5]([CH2:8][O:9][CH2:20][O:21][CH3:22])=[CH:4][C:3]=1[CH3:10]. (6) Given the reactants [CH3:1][C:2]1([CH3:10])[O:7][C:6](=[O:8])[CH2:5][C:4](=[O:9])[O:3]1.[C:11]([O:15][C:16]([NH:18][CH2:19][CH2:20][C:21](O)=[O:22])=[O:17])([CH3:14])([CH3:13])[CH3:12].C1CCC(N=C=NC2CCCCC2)CC1.C(O)(=O)CC(CC(O)=O)(C(O)=O)O, predict the reaction product. The product is: [CH3:1][C:2]1([CH3:10])[O:7][C:6](=[O:8])[CH:5]([C:21](=[O:22])[CH2:20][CH2:19][NH:18][C:16](=[O:17])[O:15][C:11]([CH3:12])([CH3:13])[CH3:14])[C:4](=[O:9])[O:3]1.